Dataset: Forward reaction prediction with 1.9M reactions from USPTO patents (1976-2016). Task: Predict the product of the given reaction. (1) Given the reactants [CH3:1][C:2]1[O:6][C:5]([C:7]2[CH:12]=[CH:11][CH:10]=[CH:9][CH:8]=2)=[N:4][C:3]=1[CH2:13][O:14][C:15]1[N:20]=[CH:19][C:18]([CH2:21][O:22][C:23]2[CH:28]=[CH:27][CH:26]=[CH:25][C:24]=2[CH2:29][C:30]([O:32]C)=[O:31])=[CH:17][CH:16]=1.O1CCCC1.[OH-].[Na+].Cl, predict the reaction product. The product is: [CH3:1][C:2]1[O:6][C:5]([C:7]2[CH:8]=[CH:9][CH:10]=[CH:11][CH:12]=2)=[N:4][C:3]=1[CH2:13][O:14][C:15]1[N:20]=[CH:19][C:18]([CH2:21][O:22][C:23]2[CH:28]=[CH:27][CH:26]=[CH:25][C:24]=2[CH2:29][C:30]([OH:32])=[O:31])=[CH:17][CH:16]=1. (2) Given the reactants [Cl:1][C:2]1[CH:7]=[CH:6][C:5]([NH:8][NH:9]C(OC(C)(C)C)=O)=[CH:4][CH:3]=1.[Cl:17][C:18]1[CH:28]=[CH:27][C:26]([S:29](=[O:35])(=[O:34])[NH:30][CH:31]2[CH2:33][CH2:32]2)=[CH:25][C:19]=1[C:20]([N:22]=[C:23]=[O:24])=O.C(O)(C(F)(F)F)=O, predict the reaction product. The product is: [Cl:17][C:18]1[CH:28]=[CH:27][C:26]([S:29]([NH:30][CH:31]2[CH2:33][CH2:32]2)(=[O:35])=[O:34])=[CH:25][C:19]=1[C:20]1[NH:22][C:23](=[O:24])[N:8]([C:5]2[CH:6]=[CH:7][C:2]([Cl:1])=[CH:3][CH:4]=2)[N:9]=1. (3) Given the reactants [O:1]1[CH2:6][CH2:5][CH2:4][CH2:3][CH:2]1[O:7][CH2:8][C:9]1([OH:12])[CH2:11][CH2:10]1.[C:13](O)(=[O:20])[C:14]1[CH:19]=[CH:18][CH:17]=[CH:16][CH:15]=1.CCN=C=NCCCN(C)C, predict the reaction product. The product is: [C:13]([O:12][C:9]1([CH2:8][O:7][CH:2]2[CH2:3][CH2:4][CH2:5][CH2:6][O:1]2)[CH2:10][CH2:11]1)(=[O:20])[C:14]1[CH:19]=[CH:18][CH:17]=[CH:16][CH:15]=1. (4) The product is: [C:1]([O:5][C:6]([N:8]([CH2:21][CH:22]1[CH:27]([C:28]2[CH:29]=[CH:30][CH:31]=[CH:32][CH:33]=2)[CH2:26][CH2:25][N:24]([C:34]2[C:43]([F:44])=[CH:42][C:37]([C:38]([OH:40])=[O:39])=[CH:36][C:35]=2[F:45])[CH2:23]1)[C@@H:9]([C:11]1[C:20]2[C:15](=[CH:16][CH:17]=[CH:18][CH:19]=2)[CH:14]=[CH:13][CH:12]=1)[CH3:10])=[O:7])([CH3:2])([CH3:3])[CH3:4]. Given the reactants [C:1]([O:5][C:6]([N:8]([CH2:21][CH:22]1[CH:27]([C:28]2[CH:33]=[CH:32][CH:31]=[CH:30][CH:29]=2)[CH2:26][CH2:25][N:24]([C:34]2[C:43]([F:44])=[CH:42][C:37]([C:38]([O:40]C)=[O:39])=[CH:36][C:35]=2[F:45])[CH2:23]1)[C@@H:9]([C:11]1[C:20]2[C:15](=[CH:16][CH:17]=[CH:18][CH:19]=2)[CH:14]=[CH:13][CH:12]=1)[CH3:10])=[O:7])([CH3:4])([CH3:3])[CH3:2].C1COCC1.[OH-].[Na+].Cl, predict the reaction product. (5) Given the reactants [CH2:1]([C:5]1[N:6]=[C:7]2[CH:22]=[CH:21][C:20]([CH3:23])=[CH:19][N:8]2[C:9](=[O:18])[C:10]=1[C:11]1[CH:16]=[CH:15][C:14](Cl)=[CH:13][CH:12]=1)[CH2:2][CH2:3][CH3:4].C(C1N=C2C=CC=CN2C(=O)C=1C1C=CC(Cl)=CC=1)CCC.[NH2:46][CH:47]1[CH2:51][CH2:50][N:49]([C:52]([O:54][C:55]([CH3:58])([CH3:57])[CH3:56])=[O:53])[CH2:48]1.NC1CCCN(C(OC(C)(C)C)=O)C1, predict the reaction product. The product is: [CH2:1]([C:5]1[N:6]=[C:7]2[CH:22]=[CH:21][C:20]([CH3:23])=[CH:19][N:8]2[C:9](=[O:18])[C:10]=1[C:11]1[CH:16]=[CH:15][C:14]([NH:46][CH:47]2[CH2:51][CH2:50][N:49]([C:52]([O:54][C:55]([CH3:58])([CH3:57])[CH3:56])=[O:53])[CH2:48]2)=[CH:13][CH:12]=1)[CH2:2][CH2:3][CH3:4].